Dataset: NCI-60 drug combinations with 297,098 pairs across 59 cell lines. Task: Regression. Given two drug SMILES strings and cell line genomic features, predict the synergy score measuring deviation from expected non-interaction effect. (1) Drug 1: CC(C)(C#N)C1=CC(=CC(=C1)CN2C=NC=N2)C(C)(C)C#N. Drug 2: C1=NC(=NC(=O)N1C2C(C(C(O2)CO)O)O)N. Cell line: NCI-H522. Synergy scores: CSS=18.4, Synergy_ZIP=-0.923, Synergy_Bliss=4.69, Synergy_Loewe=-5.99, Synergy_HSA=-5.84. (2) Drug 1: C1=CC(=CC=C1CCC2=CNC3=C2C(=O)NC(=N3)N)C(=O)NC(CCC(=O)O)C(=O)O. Drug 2: C1CC(C1)(C(=O)O)C(=O)O.[NH2-].[NH2-].[Pt+2]. Cell line: HOP-92. Synergy scores: CSS=47.2, Synergy_ZIP=-3.28, Synergy_Bliss=-1.40, Synergy_Loewe=0.403, Synergy_HSA=1.52.